Task: Binary Classification. Given a miRNA mature sequence and a target amino acid sequence, predict their likelihood of interaction.. Dataset: Experimentally validated miRNA-target interactions with 360,000+ pairs, plus equal number of negative samples (1) The miRNA is hsa-miR-573 with sequence CUGAAGUGAUGUGUAACUGAUCAG. The protein sequence of the target gene is MTSNEWSSPDSPEGSSISGGSQALDKPIDNDAEGVWSPEIERSFQEALAIYPPCGRRKIILTEEGKMYGRNELIARHIKLRTGKTRTRKQVSSHIQVLARRKAREIQAKLKDQAAKNKALQSMAAMSSAQIVSATAFHSKMALARGPGYPAISGFWQGALPGQPGTSHDVKPFSQNTYPVQPPLPLPGFESPAGPTPSPSAPLAPPWQGRSIASSKLWMLEFSAFLERQQDPDTYNKHLFVHISQSSPSYSDPYLETVDIRQIYDKFPEKKGGLKELFERGPSNAFFLVKFWADLNTNID.... Result: 0 (no interaction). (2) The protein sequence of the target gene is MEPSALRKAGSEQEEGFEGLPRRVTDLGMVSNLRRSNSSLFKSWRLQCPFGNNDKQESLSSWIPENIKKKECVYFVESSKLSDAGKVVCQCGYTHEQHLEEATKPHTFQGTQWDPKKHVQEMPTDAFGDIVFTGLSQKVKKYVRVSQDTPSSVIYHLMTQHWGLDVPNLLISVTGGAKNFNMKPRLKSIFRRGLVKVAQTTGAWIITGGSHTGVMKQVGEAVRDFSLSSSYKEGELITIGVATWGTVHRREGLIHPTGSFPAEYILDEDGQGNLTCLDSNHSHFILVDDGTHGQYGVEIP.... Result: 0 (no interaction). The miRNA is hsa-miR-6831-5p with sequence UAGGUAGAGUGUGAGGAGGAGGUC.